Regression. Given a peptide amino acid sequence and an MHC pseudo amino acid sequence, predict their binding affinity value. This is MHC class I binding data. From a dataset of Peptide-MHC class I binding affinity with 185,985 pairs from IEDB/IMGT. (1) The peptide sequence is LEHGLYPQL. The MHC is HLA-B08:01 with pseudo-sequence HLA-B08:01. The binding affinity (normalized) is 0.0847. (2) The peptide sequence is ETMEVVQQTR. The MHC is HLA-A03:01 with pseudo-sequence HLA-A03:01. The binding affinity (normalized) is 0.0847. (3) The peptide sequence is EIRHRSGIQ. The MHC is HLA-A30:01 with pseudo-sequence HLA-A30:01. The binding affinity (normalized) is 0.0847. (4) The peptide sequence is FFSPFFFSL. The MHC is HLA-A01:01 with pseudo-sequence HLA-A01:01. The binding affinity (normalized) is 0.213. (5) The peptide sequence is DWSGYSGSF. The MHC is HLA-B08:01 with pseudo-sequence HLA-B08:01. The binding affinity (normalized) is 0.0847.